Dataset: Forward reaction prediction with 1.9M reactions from USPTO patents (1976-2016). Task: Predict the product of the given reaction. (1) Given the reactants [CH3:1][C:2]1[C:7]([CH3:8])=[CH:6][C:5]([CH3:9])=[CH:4][N+:3]=1[O-:10].S(=O)(=O)(O)O.[N+:16]([O-])([OH:18])=[O:17].C(=O)([O-])O.[NH4+], predict the reaction product. The product is: [N+:16]([C:6]1[C:5]([CH3:9])=[CH:4][N+:3]([O-:10])=[C:2]([CH3:1])[C:7]=1[CH3:8])([O-:18])=[O:17]. (2) Given the reactants [C-:1]#[N:2].[Na+].FC(F)(F)C(O)=O.Br[CH2:12][C:13]1[CH:22]=[C:21]([N+:23]([O-:25])=[O:24])[CH:20]=[CH:19][C:14]=1[C:15]([O:17][CH3:18])=[O:16].O, predict the reaction product. The product is: [C:1]([CH2:12][C:13]1[CH:22]=[C:21]([N+:23]([O-:25])=[O:24])[CH:20]=[CH:19][C:14]=1[C:15]([O:17][CH3:18])=[O:16])#[N:2]. (3) Given the reactants [CH:1]1([CH2:4][N:5]2[CH2:10][CH2:9][N:8]([C:11]3[CH:16]=[CH:15][CH:14]=[CH:13][C:12]=3[CH:17]3[CH2:22][C:21]([CH3:24])([CH3:23])[CH2:20][C:19]([CH3:26])([CH3:25])[CH2:18]3)[CH2:7][CH2:6]2)[CH2:3][CH2:2]1.[CH3:27][S:28]([OH:31])(=[O:30])=[O:29], predict the reaction product. The product is: [CH3:27][S:28]([OH:31])(=[O:30])=[O:29].[CH:1]1([CH2:4][N:5]2[CH2:6][CH2:7][N:8]([C:11]3[CH:16]=[CH:15][CH:14]=[CH:13][C:12]=3[CH:17]3[CH2:18][C:19]([CH3:26])([CH3:25])[CH2:20][C:21]([CH3:24])([CH3:23])[CH2:22]3)[CH2:9][CH2:10]2)[CH2:3][CH2:2]1. (4) Given the reactants [NH2:1][CH2:2][CH2:3][CH:4]1[CH2:8][CH2:7][CH2:6][N:5]1[CH3:9].C[O:11][C:12](=O)[CH2:13][CH2:14][CH2:15][CH2:16][CH2:17][CH2:18][CH2:19]/[CH:20]=[CH:21]\[CH2:22][CH2:23][CH2:24][CH2:25][CH2:26][CH2:27][CH2:28][CH3:29].Cl.[OH-].[Na+], predict the reaction product. The product is: [CH3:9][N:5]1[CH2:6][CH2:7][CH2:8][CH:4]1[CH2:3][CH2:2][NH:1][C:12](=[O:11])[CH2:13][CH2:14][CH2:15][CH2:16][CH2:17][CH2:18][CH2:19]/[CH:20]=[CH:21]\[CH2:22][CH2:23][CH2:24][CH2:25][CH2:26][CH2:27][CH2:28][CH3:29]. (5) Given the reactants C([Si](C)(C)[O:6][C:7]1([C:10]2[CH:15]=[CH:14][CH:13]=[CH:12][C:11]=2[C:16]2[CH:36]=[CH:35][C:19]3[NH:20][C:21]([CH2:23][O:24][C:25]4[CH:30]=[CH:29][C:28]([C:31]([F:34])([F:33])[F:32])=[CH:27][CH:26]=4)=[N:22][C:18]=3[CH:17]=2)[CH2:9][O:8]1)(C)(C)C.O.C1(C)C(S(O)(=O)=O)=CC=CC=1, predict the reaction product. The product is: [OH:8][CH2:9][C:7]([C:10]1[CH:15]=[CH:14][CH:13]=[CH:12][C:11]=1[C:16]1[CH:36]=[CH:35][C:19]2[NH:20][C:21]([CH2:23][O:24][C:25]3[CH:30]=[CH:29][C:28]([C:31]([F:33])([F:34])[F:32])=[CH:27][CH:26]=3)=[N:22][C:18]=2[CH:17]=1)=[O:6]. (6) The product is: [CH:56]([OH:59])=[O:58].[C:1]([C:5]1[CH:6]=[C:7]([NH:18][C:19]([NH:21][C@@H:22]2[C:31]3[C:26](=[CH:27][CH:28]=[CH:29][CH:30]=3)[C@H:25]([O:32][C:33]3[CH:34]=[CH:35][C:36]4[N:37]([C:39]([N:42]5[CH2:47][CH2:46][CH2:45][CH2:44][C@@H:43]5[CH3:48])=[N:40][N:41]=4)[CH:38]=3)[CH2:24][CH2:23]2)=[O:20])[N:8]([C:10]2[CH:15]=[CH:14][C:13]([CH2:16][N:53]3[CH2:54][CH2:55][CH:50]([F:49])[CH2:51][CH2:52]3)=[CH:12][CH:11]=2)[N:9]=1)([CH3:2])([CH3:3])[CH3:4]. Given the reactants [C:1]([C:5]1[CH:6]=[C:7]([NH:18][C:19]([NH:21][C@@H:22]2[C:31]3[C:26](=[CH:27][CH:28]=[CH:29][CH:30]=3)[C@H:25]([O:32][C:33]3[CH:34]=[CH:35][C:36]4[N:37]([C:39]([N:42]5[CH2:47][CH2:46][CH2:45][CH2:44][C@@H:43]5[CH3:48])=[N:40][N:41]=4)[CH:38]=3)[CH2:24][CH2:23]2)=[O:20])[N:8]([C:10]2[CH:15]=[CH:14][C:13]([CH:16]=O)=[CH:12][CH:11]=2)[N:9]=1)([CH3:4])([CH3:3])[CH3:2].[F:49][CH:50]1[CH2:55][CH2:54][NH:53][CH2:52][CH2:51]1.[C:56]([O:59][BH-](OC(=O)C)OC(=O)C)(=[O:58])C.[Na+].O, predict the reaction product. (7) Given the reactants C(OC([NH:8][C:9]1[N:14]=[CH:13][C:12]([CH2:15][C:16]([C:25]2[N:26]=[CH:27][N:28]([CH2:30][C:31]#[CH:32])[CH:29]=2)(C(OC)=O)[C:17]([O:19]C)=[O:18])=[CH:11][CH:10]=1)=O)(C)(C)C, predict the reaction product. The product is: [NH2:8][C:9]1[N:14]=[CH:13][C:12]([CH2:15][CH:16]([C:25]2[N:26]=[CH:27][N:28]([CH2:30][C:31]#[CH:32])[CH:29]=2)[C:17]([OH:19])=[O:18])=[CH:11][CH:10]=1.